From a dataset of Forward reaction prediction with 1.9M reactions from USPTO patents (1976-2016). Predict the product of the given reaction. (1) Given the reactants [NH:1]1[C:5]([C:6]([OH:8])=[O:7])=[CH:4][CH:3]=[N:2]1.S(=O)(=O)(O)O.[CH3:14][CH2:15]O, predict the reaction product. The product is: [NH:1]1[C:5]([C:6]([O:8][CH2:14][CH3:15])=[O:7])=[CH:4][CH:3]=[N:2]1. (2) Given the reactants [CH:1](=[O:5])[CH2:2][CH:3]=[O:4].[OH:6][C:7]1[C:16]2[C:11](=[CH:12][C:13]([OH:17])=[CH:14][CH:15]=2)[O:10][C:9](=[O:18])[CH:8]=1, predict the reaction product. The product is: [OH:6][C:7]1[C:16]2[C:11](=[CH:12][C:13]([OH:17])=[CH:14][CH:15]=2)[O:10][C:9](=[O:18])[C:8]=1[C:7]1[C:2]2[C:1](=[O:5])[C:16]3[C:11](=[CH:12][CH:13]=[CH:14][CH:15]=3)[O:10][C:3]=2[O:4][CH2:9][CH:8]=1. (3) Given the reactants [C:1]([O:5][C:6]([N:8]1[CH2:13][CH2:12][C:11]([C:19]#[N:20])([CH2:14][CH:15]([OH:18])CO)[CH2:10][CH2:9]1)=[O:7])([CH3:4])([CH3:3])[CH3:2].I([O-])(=O)(=O)=O.[Na+].O, predict the reaction product. The product is: [C:1]([O:5][C:6]([N:8]1[CH2:13][CH2:12][C:11]([C:19]#[N:20])([CH2:14][CH2:15][OH:18])[CH2:10][CH2:9]1)=[O:7])([CH3:4])([CH3:2])[CH3:3]. (4) Given the reactants [CH3:1][CH2:2][CH2:3][CH2:4][CH2:5][NH:6][C:7]([NH:9]/[N:10]=[CH:11]/[C:12]1[C:16]2[CH:17]=[C:18]([O:21][CH3:22])[CH:19]=[CH:20][C:15]=2[NH:14][CH:13]=1)=[NH:8].C([O-])(=O)C.[C:27]([OH:34])(=[O:33])/[CH:28]=[CH:29]\[C:30]([OH:32])=[O:31], predict the reaction product. The product is: [CH3:1][CH2:2][CH2:3][CH2:4][CH2:5][NH:6][C:7]([NH:9]/[N:10]=[CH:11]/[C:12]1[C:16]2[CH:17]=[C:18]([O:21][CH3:22])[CH:19]=[CH:20][C:15]=2[NH:14][CH:13]=1)=[NH:8].[CH:28](/[C:27]([OH:34])=[O:33])=[CH:29]/[C:30]([OH:32])=[O:31]. (5) The product is: [N:13]1[CH:18]=[CH:17][CH:16]=[C:15]([C:2]2[CH:12]=[N:11][C:5]3[O:6][CH2:7][C:8](=[O:10])[NH:9][C:4]=3[CH:3]=2)[CH:14]=1. Given the reactants Br[C:2]1[CH:12]=[N:11][C:5]2[O:6][CH2:7][C:8](=[O:10])[NH:9][C:4]=2[CH:3]=1.[N:13]1[CH:18]=[CH:17][CH:16]=[C:15](B(O)O)[CH:14]=1.C1(P(C2C=CC=CC=2)C2C=CC=CC=2)C=CC=CC=1.C(=O)([O-])[O-].[K+].[K+], predict the reaction product. (6) Given the reactants [OH:1][C:2]1[CH:9]=[CH:8][C:5]([CH:6]=[O:7])=[CH:4][CH:3]=1.C([O-])([O-])=O.[K+].[K+].Br[C:17]1[CH:22]=[CH:21][C:20]([N+:23]([O-:25])=[O:24])=[CH:19][CH:18]=1.O, predict the reaction product. The product is: [N+:23]([C:20]1[CH:21]=[CH:22][C:17]([O:1][C:2]2[CH:9]=[CH:8][C:5]([CH:6]=[O:7])=[CH:4][CH:3]=2)=[CH:18][CH:19]=1)([O-:25])=[O:24]. (7) Given the reactants CS(O[CH2:6][CH2:7][CH2:8][CH2:9][C:10]1[CH:15]=[CH:14][C:13]([O:16][C:17]([CH3:20])([CH3:19])[CH3:18])=[CH:12][CH:11]=1)(=O)=O.[I-:21].[Na+].CC(C)=O.C(OC(C)C)(C)C, predict the reaction product. The product is: [C:17]([O:16][C:13]1[CH:14]=[CH:15][C:10]([CH2:9][CH2:8][CH2:7][CH2:6][I:21])=[CH:11][CH:12]=1)([CH3:20])([CH3:19])[CH3:18]. (8) Given the reactants [NH2:1][NH:2][C:3]([C:5]1[CH:10]=[N:9][CH:8]=[CH:7][N:6]=1)=[NH:4].[Br:11][C:12]1[CH:13]=[CH:14][C:15]([OH:20])=[C:16]([CH:19]=1)[CH:17]=O, predict the reaction product. The product is: [Br:11][C:12]1[CH:13]=[CH:14][C:15]([OH:20])=[C:16]([C:17]2[NH:1][N:2]=[C:3]([C:5]3[CH:10]=[N:9][CH:8]=[CH:7][N:6]=3)[N:4]=2)[CH:19]=1.